Dataset: Full USPTO retrosynthesis dataset with 1.9M reactions from patents (1976-2016). Task: Predict the reactants needed to synthesize the given product. (1) The reactants are: [F:1][C:2]1[C:3]([O:11][CH2:12][C:13]([F:16])([F:15])[F:14])=[N:4][CH:5]=[C:6]([CH:10]=1)[C:7]([OH:9])=[O:8].[CH3:17]CCCCCCCCCCCN. Given the product [F:1][C:2]1[C:3]([O:11][CH2:12][C:13]([F:15])([F:16])[F:14])=[N:4][CH:5]=[C:6]([CH:10]=1)[C:7]([O:9][CH3:17])=[O:8], predict the reactants needed to synthesize it. (2) The reactants are: [N:1]1[CH:6]=[CH:5][CH:4]=[CH:3][C:2]=1[C:7]1[NH:23][C:10]2[N:11]=[CH:12][N:13]=[C:14]([O:15][C:16]3[CH:21]=[CH:20][C:19]([NH2:22])=[CH:18][CH:17]=3)[C:9]=2[CH:8]=1.C1([O:30][C:31](=O)[NH:32][C:33]2[S:34][CH:35]=[CH:36][N:37]=2)C=CC=CC=1. Given the product [N:1]1[CH:6]=[CH:5][CH:4]=[CH:3][C:2]=1[C:7]1[NH:23][C:10]2[N:11]=[CH:12][N:13]=[C:14]([O:15][C:16]3[CH:21]=[CH:20][C:19]([NH:22][C:31]([NH:32][C:33]4[S:34][CH:35]=[CH:36][N:37]=4)=[O:30])=[CH:18][CH:17]=3)[C:9]=2[CH:8]=1, predict the reactants needed to synthesize it. (3) Given the product [CH2:36]([O:38][C:39]([C:41]1[CH:49]=[CH:48][C:44]2[S:45][C:46]([C:27]3[CH:32]=[CH:31][C:30]([O:33][CH3:34])=[CH:29][C:28]=3[CH3:35])=[CH:47][C:43]=2[CH:42]=1)=[O:40])[CH3:37], predict the reactants needed to synthesize it. The reactants are: C(=O)([O-])[O-].[Cs+].[Cs+].C1(P(C2C=CC=CC=2)C2C=CC=CC=2)C=CC=CC=1.Br[C:27]1[CH:32]=[CH:31][C:30]([O:33][CH3:34])=[CH:29][C:28]=1[CH3:35].[CH2:36]([O:38][C:39]([C:41]1[CH:49]=[CH:48][C:44]2[S:45][CH:46]=[CH:47][C:43]=2[CH:42]=1)=[O:40])[CH3:37]. (4) Given the product [CH3:70][O:69][N:68]([CH3:67])[C:4](=[O:5])[CH:3]([O:2][CH3:1])[C:7]1[CH:8]=[CH:9][C:10]([C:13]2[CH:14]=[N:15][N:16]([C:18]([C:19]3[CH:20]=[CH:21][C:22]([O:25][CH3:26])=[CH:23][CH:24]=3)([C:27]3[CH:28]=[CH:29][C:30]([O:33][CH3:34])=[CH:31][CH:32]=3)[C:35]3[CH:40]=[CH:39][C:38]([O:41][CH3:42])=[CH:37][CH:36]=3)[CH:17]=2)=[CH:11][CH:12]=1, predict the reactants needed to synthesize it. The reactants are: [CH3:1][O:2][CH:3]([C:7]1[CH:12]=[CH:11][C:10]([C:13]2[CH:14]=[N:15][N:16]([C:18]([C:35]3[CH:40]=[CH:39][C:38]([O:41][CH3:42])=[CH:37][CH:36]=3)([C:27]3[CH:32]=[CH:31][C:30]([O:33][CH3:34])=[CH:29][CH:28]=3)[C:19]3[CH:24]=[CH:23][C:22]([O:25][CH3:26])=[CH:21][CH:20]=3)[CH:17]=2)=[CH:9][CH:8]=1)[C:4]([O-])=[O:5].[K+].C(N(C(C)C)CC)(C)C.COCCN(S(F)(F)F)CCOC.Cl.[CH3:67][NH:68][O:69][CH3:70].